From a dataset of Full USPTO retrosynthesis dataset with 1.9M reactions from patents (1976-2016). Predict the reactants needed to synthesize the given product. Given the product [CH3:1][CH:2]([CH3:36])[CH:3]([NH:8][C:9]([C:11]1[S:12][C:13]([C:16]2[CH:17]=[CH:18][C:19]([NH:22][C:23]([NH:25][C:26]3[CH:31]=[CH:30][CH:29]=[C:28]([C:32]([F:34])([F:33])[F:35])[CH:27]=3)=[O:24])=[CH:20][CH:21]=2)=[CH:14][N:15]=1)=[O:10])[C:4]([OH:6])=[O:5], predict the reactants needed to synthesize it. The reactants are: [CH3:1][CH:2]([CH3:36])[CH:3]([NH:8][C:9]([C:11]1[S:12][C:13]([C:16]2[CH:21]=[CH:20][C:19]([NH:22][C:23]([NH:25][C:26]3[CH:31]=[CH:30][CH:29]=[C:28]([C:32]([F:35])([F:34])[F:33])[CH:27]=3)=[O:24])=[CH:18][CH:17]=2)=[CH:14][N:15]=1)=[O:10])[C:4]([O:6]C)=[O:5].O.[OH-].[Li+].Cl.